Dataset: Forward reaction prediction with 1.9M reactions from USPTO patents (1976-2016). Task: Predict the product of the given reaction. (1) Given the reactants Cl.[NH2:2][CH2:3][C:4]1[CH:9]=[CH:8][C:7]([B:10]([OH:12])[OH:11])=[CH:6][CH:5]=1.CCN(C(C)C)C(C)C.[CH3:22][O:23][C:24]1[CH:29]=[CH:28][CH:27]=[CH:26][C:25]=1[S:30](Cl)(=[O:32])=[O:31], predict the reaction product. The product is: [CH3:22][O:23][C:24]1[CH:29]=[CH:28][CH:27]=[CH:26][C:25]=1[S:30]([NH:2][CH2:3][C:4]1[CH:5]=[CH:6][C:7]([B:10]([OH:12])[OH:11])=[CH:8][CH:9]=1)(=[O:32])=[O:31]. (2) Given the reactants [CH2:1]([O:3][C:4]([C:6]1[CH:7]=[N:8][N:9]2[C:14]([NH:15][C:16]3[CH:21]=[C:20]([CH3:22])[CH:19]=[CH:18][C:17]=3[F:23])=[C:13]([C:24](O)=[O:25])[CH:12]=[N:11][C:10]=12)=[O:5])[CH3:2].Cl.[F:28][C:29]1[CH:34]=[C:33]([F:35])[CH:32]=[CH:31][C:30]=1[CH:36]1[CH2:41][CH2:40][NH:39][CH2:38][CH2:37]1, predict the reaction product. The product is: [F:28][C:29]1[CH:34]=[C:33]([F:35])[CH:32]=[CH:31][C:30]=1[CH:36]1[CH2:37][CH2:38][N:39]([C:24]([C:13]2[CH:12]=[N:11][C:10]3[N:9]([N:8]=[CH:7][C:6]=3[C:4]([O:3][CH2:1][CH3:2])=[O:5])[C:14]=2[NH:15][C:16]2[CH:21]=[C:20]([CH3:22])[CH:19]=[CH:18][C:17]=2[F:23])=[O:25])[CH2:40][CH2:41]1. (3) The product is: [CH2:16]([O:23][C:24]1[CH:33]=[C:32]2[C:27]([C:28]([O:15][C:4]3[C:5]([C:9]4[CH:10]=[N:11][CH:12]=[CH:13][CH:14]=4)=[N:6][C:7]([CH3:8])=[C:2]([CH3:1])[CH:3]=3)=[CH:29][CH:30]=[N:31]2)=[CH:26][C:25]=1[O:35][CH3:36])[C:17]1[CH:18]=[CH:19][CH:20]=[CH:21][CH:22]=1. Given the reactants [CH3:1][C:2]1[CH:3]=[C:4]([OH:15])[C:5]([C:9]2[CH:10]=[N:11][CH:12]=[CH:13][CH:14]=2)=[N:6][C:7]=1[CH3:8].[CH2:16]([O:23][C:24]1[CH:33]=[C:32]2[C:27]([C:28](Cl)=[CH:29][CH:30]=[N:31]2)=[CH:26][C:25]=1[O:35][CH3:36])[C:17]1[CH:22]=[CH:21][CH:20]=[CH:19][CH:18]=1.O, predict the reaction product. (4) The product is: [OH:25][CH:24]([C:23]1[CH:26]=[CH:27][CH:28]=[CH:29][C:22]=1[S:19]([C:15]1[S:14][CH:18]=[CH:17][CH:16]=1)(=[O:21])=[O:20])[C:10]1[C:9]2[C:8](=[O:11])[CH2:7][C:6]([CH3:13])([CH3:12])[CH2:5][C:4]=2[NH:3][C:2]=1[CH3:1]. Given the reactants [CH3:1][C:2]1[NH:3][C:4]2[CH2:5][C:6]([CH3:13])([CH3:12])[CH2:7][C:8](=[O:11])[C:9]=2[CH:10]=1.[S:14]1[CH:18]=[CH:17][CH:16]=[C:15]1[S:19]([C:22]1[CH:29]=[CH:28][CH:27]=[CH:26][C:23]=1[CH:24]=[O:25])(=[O:21])=[O:20].[OH-].[Na+], predict the reaction product. (5) Given the reactants [OH:1][C@@H:2]1[O:8][C@H:7]([CH2:9][OH:10])[C@@H:5]([OH:6])[C@@H:3]1[OH:4].[NH:11]1[CH:18]=[CH:17][C:15]([NH2:16])=[N:14][C:12]1=[O:13].[C:19](Cl)(=[O:26])[C:20]1[CH:25]=[CH:24][CH:23]=[CH:22][CH:21]=1.C(=O)(O)[O-].[Na+], predict the reaction product. The product is: [OH:1][C@@H:2]1[O:8][C@H:7]([CH2:9][OH:10])[C@@H:5]([OH:6])[C@@H:3]1[OH:4].[C:19]([NH:16][C:15]1[CH:17]=[CH:18][NH:11][C:12](=[O:13])[N:14]=1)(=[O:26])[C:20]1[CH:25]=[CH:24][CH:23]=[CH:22][CH:21]=1.